Task: Regression. Given two drug SMILES strings and cell line genomic features, predict the synergy score measuring deviation from expected non-interaction effect.. Dataset: NCI-60 drug combinations with 297,098 pairs across 59 cell lines (1) Drug 1: CN1C2=C(C=C(C=C2)N(CCCl)CCCl)N=C1CCCC(=O)O.Cl. Drug 2: CC1=C(C(=O)C2=C(C1=O)N3CC4C(C3(C2COC(=O)N)OC)N4)N. Cell line: HOP-92. Synergy scores: CSS=7.16, Synergy_ZIP=-1.77, Synergy_Bliss=-0.0113, Synergy_Loewe=-9.70, Synergy_HSA=-1.16. (2) Drug 2: C1CN(CCN1C(=O)CCBr)C(=O)CCBr. Synergy scores: CSS=4.98, Synergy_ZIP=-1.04, Synergy_Bliss=-2.45, Synergy_Loewe=-6.04, Synergy_HSA=-6.53. Drug 1: CC1=C(C(CCC1)(C)C)C=CC(=CC=CC(=CC(=O)O)C)C. Cell line: 786-0. (3) Drug 1: CN(C)N=NC1=C(NC=N1)C(=O)N. Drug 2: CC1C(C(CC(O1)OC2CC(OC(C2O)C)OC3=CC4=CC5=C(C(=O)C(C(C5)C(C(=O)C(C(C)O)O)OC)OC6CC(C(C(O6)C)O)OC7CC(C(C(O7)C)O)OC8CC(C(C(O8)C)O)(C)O)C(=C4C(=C3C)O)O)O)O. Cell line: COLO 205. Synergy scores: CSS=4.99, Synergy_ZIP=1.09, Synergy_Bliss=7.20, Synergy_Loewe=3.07, Synergy_HSA=3.21. (4) Drug 1: C1CN(CCN1C(=O)CCBr)C(=O)CCBr. Drug 2: C1=NNC2=C1C(=O)NC=N2. Cell line: UACC62. Synergy scores: CSS=35.0, Synergy_ZIP=-10.8, Synergy_Bliss=0.0508, Synergy_Loewe=-5.00, Synergy_HSA=0.843. (5) Drug 1: CC1OCC2C(O1)C(C(C(O2)OC3C4COC(=O)C4C(C5=CC6=C(C=C35)OCO6)C7=CC(=C(C(=C7)OC)O)OC)O)O. Drug 2: B(C(CC(C)C)NC(=O)C(CC1=CC=CC=C1)NC(=O)C2=NC=CN=C2)(O)O. Cell line: NCI-H322M. Synergy scores: CSS=2.15, Synergy_ZIP=-0.880, Synergy_Bliss=-0.840, Synergy_Loewe=-2.69, Synergy_HSA=-2.89. (6) Drug 1: COC1=CC(=CC(=C1O)OC)C2C3C(COC3=O)C(C4=CC5=C(C=C24)OCO5)OC6C(C(C7C(O6)COC(O7)C8=CC=CS8)O)O. Drug 2: CC1C(C(CC(O1)OC2CC(OC(C2O)C)OC3=CC4=CC5=C(C(=O)C(C(C5)C(C(=O)C(C(C)O)O)OC)OC6CC(C(C(O6)C)O)OC7CC(C(C(O7)C)O)OC8CC(C(C(O8)C)O)(C)O)C(=C4C(=C3C)O)O)O)O. Cell line: 786-0. Synergy scores: CSS=35.0, Synergy_ZIP=1.68, Synergy_Bliss=1.74, Synergy_Loewe=-24.8, Synergy_HSA=1.13. (7) Drug 1: CS(=O)(=O)C1=CC(=C(C=C1)C(=O)NC2=CC(=C(C=C2)Cl)C3=CC=CC=N3)Cl. Drug 2: C1=C(C(=O)NC(=O)N1)F. Cell line: A549. Synergy scores: CSS=46.4, Synergy_ZIP=2.97, Synergy_Bliss=-0.144, Synergy_Loewe=-8.58, Synergy_HSA=1.67. (8) Drug 1: COC1=C(C=C2C(=C1)N=CN=C2NC3=CC(=C(C=C3)F)Cl)OCCCN4CCOCC4. Drug 2: CS(=O)(=O)CCNCC1=CC=C(O1)C2=CC3=C(C=C2)N=CN=C3NC4=CC(=C(C=C4)OCC5=CC(=CC=C5)F)Cl. Cell line: HCC-2998. Synergy scores: CSS=13.8, Synergy_ZIP=-1.19, Synergy_Bliss=4.41, Synergy_Loewe=1.77, Synergy_HSA=2.53. (9) Drug 1: CN1CCC(CC1)COC2=C(C=C3C(=C2)N=CN=C3NC4=C(C=C(C=C4)Br)F)OC. Drug 2: CNC(=O)C1=CC=CC=C1SC2=CC3=C(C=C2)C(=NN3)C=CC4=CC=CC=N4. Cell line: SNB-75. Synergy scores: CSS=10.4, Synergy_ZIP=-3.45, Synergy_Bliss=2.40, Synergy_Loewe=2.44, Synergy_HSA=2.65. (10) Drug 1: C1=C(C(=O)NC(=O)N1)N(CCCl)CCCl. Drug 2: CCCCCOC(=O)NC1=NC(=O)N(C=C1F)C2C(C(C(O2)C)O)O. Cell line: HS 578T. Synergy scores: CSS=14.0, Synergy_ZIP=1.37, Synergy_Bliss=8.53, Synergy_Loewe=2.29, Synergy_HSA=7.31.